Dataset: NCI-60 drug combinations with 297,098 pairs across 59 cell lines. Task: Regression. Given two drug SMILES strings and cell line genomic features, predict the synergy score measuring deviation from expected non-interaction effect. Drug 1: CC1=C(C=C(C=C1)NC(=O)C2=CC=C(C=C2)CN3CCN(CC3)C)NC4=NC=CC(=N4)C5=CN=CC=C5. Drug 2: CC12CCC3C(C1CCC2OP(=O)(O)O)CCC4=C3C=CC(=C4)OC(=O)N(CCCl)CCCl.[Na+]. Synergy scores: CSS=2.96, Synergy_ZIP=3.41, Synergy_Bliss=5.41, Synergy_Loewe=-5.23, Synergy_HSA=-3.60. Cell line: DU-145.